Dataset: Forward reaction prediction with 1.9M reactions from USPTO patents (1976-2016). Task: Predict the product of the given reaction. The product is: [CH2:31]([O:30][CH2:28][C:29]1[N:19]([NH:20][C:38](=[O:37])[O:42][C:1]([CH3:3])([CH3:4])[CH3:5])[C:18]2[C:17]3[CH:16]=[CH:15][CH:14]=[CH:13][C:12]=3[N:11]=[CH:10][C:9]=2[N:8]=1)[CH3:32]. Given the reactants [C:1]([C:5](O)=O)([CH3:4])([CH3:3])C.[NH2:8][C:9]1[CH:10]=[N:11][C:12]2[C:17]([C:18]=1[NH:19][NH2:20])=[CH:16][CH:15]=[CH:14][CH:13]=2.C(N(CC)CC)C.[CH2:28]([O:30][CH2:31][C:32](Cl)=O)[CH3:29].CC[O:37][CH2:38]C.CC[OH:42], predict the reaction product.